From a dataset of Catalyst prediction with 721,799 reactions and 888 catalyst types from USPTO. Predict which catalyst facilitates the given reaction. (1) Reactant: [N:1]1[CH:6]=[CH:5][C:4](C=O)=[CH:3][CH:2]=1.[CH3:9][O:10][CH:11](OC)[O:12][CH3:13].S(=O)(=O)(O)O.C[O-].[Na+]. Product: [CH3:9][O:10][CH:11]([O:12][CH3:13])[C:4]1[CH:5]=[CH:6][N:1]=[CH:2][CH:3]=1. The catalyst class is: 5. (2) Reactant: [O:1]1[CH2:3][CH:2]1[CH2:4][N:5]1[C:13](=[O:14])[C:12]2[C:7](=[CH:8][CH:9]=[CH:10][CH:11]=2)[C:6]1=[O:15].[CH2:16]([NH:23][CH2:24][C:25]1[CH:30]=[CH:29][CH:28]=[CH:27][CH:26]=1)[C:17]1[CH:22]=[CH:21][CH:20]=[CH:19][CH:18]=1. Product: [CH2:24]([N:23]([CH2:16][C:17]1[CH:22]=[CH:21][CH:20]=[CH:19][CH:18]=1)[CH2:3][CH:2]([OH:1])[CH2:4][N:5]1[C:13](=[O:14])[C:12]2[C:7](=[CH:8][CH:9]=[CH:10][CH:11]=2)[C:6]1=[O:15])[C:25]1[CH:30]=[CH:29][CH:28]=[CH:27][CH:26]=1. The catalyst class is: 14. (3) Reactant: [NH:1]1[C:5]2[CH:6]=[CH:7][CH:8]=[CH:9][C:4]=2[N:3]=[C:2]1[C:10]([N:12]1[CH2:15][CH:14]([C:16]2[C:17]([N:22]3[CH2:27][CH2:26][C:25](=[O:28])[CH2:24][CH2:23]3)=[N:18][CH:19]=[CH:20][N:21]=2)[CH2:13]1)=[O:11].[CH3:29][Mg+].[Br-]. Product: [NH:1]1[C:5]2[CH:6]=[CH:7][CH:8]=[CH:9][C:4]=2[N:3]=[C:2]1[C:10]([N:12]1[CH2:13][CH:14]([C:16]2[C:17]([N:22]3[CH2:27][CH2:26][C:25]([OH:28])([CH3:29])[CH2:24][CH2:23]3)=[N:18][CH:19]=[CH:20][N:21]=2)[CH2:15]1)=[O:11]. The catalyst class is: 1. (4) Reactant: Cl[C:2]1[CH:7]=[CH:6][N:5]2[N:8]=[CH:9][C:10]([CH:11]=[O:12])=[C:4]2[N:3]=1.[O:13]1[CH2:18][CH2:17][N:16]([CH2:19][C:20]2[CH:21]=[C:22]([CH:24]=[CH:25][CH:26]=2)[NH2:23])[CH2:15][CH2:14]1.O. Product: [O:13]1[CH2:14][CH2:15][N:16]([CH2:19][C:20]2[CH:21]=[C:22]([NH:23][C:2]3[CH:7]=[CH:6][N:5]4[N:8]=[CH:9][C:10]([CH:11]=[O:12])=[C:4]4[N:3]=3)[CH:24]=[CH:25][CH:26]=2)[CH2:17][CH2:18]1. The catalyst class is: 3.